Dataset: Reaction yield outcomes from USPTO patents with 853,638 reactions. Task: Predict the reaction yield, written as a fraction of the theoretical maximum amount of product (1.0 means a 100% yield; for example, 0.34 means a 34% yield). (1) The reactants are C[O:2][C:3]1[CH:4]=[C:5]2[C:10](=[CH:11][CH:12]=1)[CH2:9][NH:8][CH2:7][CH2:6]2.Br. No catalyst specified. The product is [OH:2][C:3]1[CH:4]=[C:5]2[C:10](=[CH:11][CH:12]=1)[CH2:9][NH:8][CH2:7][CH2:6]2. The yield is 0.990. (2) The reactants are NC1(C2C=CC(C3C(=O)C4C(=CC=C(F)C=4)OC=3C3C=CC=CC=3)=CC=2)CCC1.C(OC(=O)[NH:36][C:37]1([C:41]2[CH:46]=[CH:45][C:44]([C:47]3[C:56](=[O:57])[C:55]4[C:50](=[C:51]([C:58]#[CH:59])[CH:52]=[CH:53][CH:54]=4)[O:49][C:48]=3[C:60]3[CH:65]=[CH:64][CH:63]=[CH:62][CH:61]=3)=[CH:43][CH:42]=2)[CH2:40][CH2:39][CH2:38]1)(C)(C)C.C(O)(C(F)(F)F)=O.N. The catalyst is C(Cl)Cl. The product is [NH2:36][C:37]1([C:41]2[CH:42]=[CH:43][C:44]([C:47]3[C:56](=[O:57])[C:55]4[C:50](=[C:51]([C:58]#[CH:59])[CH:52]=[CH:53][CH:54]=4)[O:49][C:48]=3[C:60]3[CH:61]=[CH:62][CH:63]=[CH:64][CH:65]=3)=[CH:45][CH:46]=2)[CH2:40][CH2:39][CH2:38]1. The yield is 1.00. (3) The reactants are [N+:1]([C:4]1[CH:5]=[C:6]([CH2:10][CH2:11][N:12]2[CH2:17][CH2:16][NH:15][CH2:14][CH2:13]2)[CH:7]=[CH:8][CH:9]=1)([O-])=O.C(N(CC)CC)C.[CH3:25][S:26](Cl)(=[O:28])=[O:27]. The catalyst is ClCCl. The product is [CH3:25][S:26]([N:15]1[CH2:16][CH2:17][N:12]([CH2:11][CH2:10][C:6]2[CH:5]=[C:4]([NH2:1])[CH:9]=[CH:8][CH:7]=2)[CH2:13][CH2:14]1)(=[O:28])=[O:27]. The yield is 0.170. (4) The catalyst is C(Cl)Cl. The product is [CH3:1][O:2][C:3](=[O:23])[CH2:4][CH2:5][C:6]1[CH:11]=[CH:10][C:9]([OH:12])=[CH:8][C:7]=1[CH2:13][CH2:14][NH:15][C:16]([O:18][CH:19]([CH3:20])[CH3:21])=[O:17]. The yield is 0.670. The reactants are [CH3:1][O:2][C:3](=[O:23])[CH2:4][CH2:5][C:6]1[CH:11]=[CH:10][C:9]([OH:12])=[CH:8][C:7]=1[CH2:13][CH2:14][NH:15][C:16]([O:18][C:19](C)([CH3:21])[CH3:20])=[O:17].C(O)(C(F)(F)F)=O. (5) The reactants are [CH:1](=O)[C:2]1[CH:7]=[CH:6][CH:5]=[CH:4][CH:3]=1.[O:9]=[C:10]([CH:12](P(=O)(OCC)OCC)[CH2:13][CH2:14][CH2:15][CH3:16])[CH3:11]. The catalyst is O.ClCCl. The product is [CH:1](=[C:12](/[CH2:13][CH2:14][CH2:15][CH3:16])\[C:10](=[O:9])[CH3:11])/[C:2]1[CH:7]=[CH:6][CH:5]=[CH:4][CH:3]=1.[CH:1](=[C:12](/[CH2:13][CH2:14][CH2:15][CH3:16])\[C:10](=[O:9])/[CH:11]=[CH:1]/[C:2]1[CH:7]=[CH:6][CH:5]=[CH:4][CH:3]=1)/[C:2]1[CH:7]=[CH:6][CH:5]=[CH:4][CH:3]=1. The yield is 0.220. (6) The reactants are [CH2:1]([O:3][C:4]([C:6]1[C:15](=[O:16])[C:14]2[C:13](=[O:17])[CH2:12][CH2:11][CH2:10][C:9]=2[NH:8][CH:7]=1)=[O:5])[CH3:2].II. The catalyst is C(O)C. The product is [CH2:1]([O:3][C:4]([C:6]1[C:15](=[O:16])[C:14]2[C:9](=[CH:10][CH:11]=[CH:12][C:13]=2[OH:17])[NH:8][CH:7]=1)=[O:5])[CH3:2]. The yield is 0.430.